This data is from NCI-60 drug combinations with 297,098 pairs across 59 cell lines. The task is: Regression. Given two drug SMILES strings and cell line genomic features, predict the synergy score measuring deviation from expected non-interaction effect. (1) Drug 1: CC12CCC(CC1=CCC3C2CCC4(C3CC=C4C5=CN=CC=C5)C)O. Drug 2: C1CN(CCN1C(=O)CCBr)C(=O)CCBr. Cell line: MDA-MB-231. Synergy scores: CSS=23.0, Synergy_ZIP=-6.55, Synergy_Bliss=0.729, Synergy_Loewe=1.10, Synergy_HSA=2.31. (2) Drug 1: CC1CCCC2(C(O2)CC(NC(=O)CC(C(C(=O)C(C1O)C)(C)C)O)C(=CC3=CSC(=N3)C)C)C. Drug 2: COCCOC1=C(C=C2C(=C1)C(=NC=N2)NC3=CC=CC(=C3)C#C)OCCOC.Cl. Cell line: IGROV1. Synergy scores: CSS=27.2, Synergy_ZIP=3.80, Synergy_Bliss=7.85, Synergy_Loewe=-25.2, Synergy_HSA=-2.04. (3) Drug 1: C(CC(=O)O)C(=O)CN.Cl. Drug 2: C1=CN(C=N1)CC(O)(P(=O)(O)O)P(=O)(O)O. Cell line: 786-0. Synergy scores: CSS=23.1, Synergy_ZIP=-5.21, Synergy_Bliss=1.16, Synergy_Loewe=0.925, Synergy_HSA=0.669. (4) Drug 1: C(CCl)NC(=O)N(CCCl)N=O. Drug 2: CC1C(C(CC(O1)OC2CC(CC3=C2C(=C4C(=C3O)C(=O)C5=C(C4=O)C(=CC=C5)OC)O)(C(=O)CO)O)N)O.Cl. Cell line: HOP-62. Synergy scores: CSS=44.5, Synergy_ZIP=-3.63, Synergy_Bliss=-3.97, Synergy_Loewe=-2.92, Synergy_HSA=-0.110. (5) Drug 1: CN(CCCl)CCCl.Cl. Drug 2: C1CNP(=O)(OC1)N(CCCl)CCCl. Cell line: SR. Synergy scores: CSS=65.9, Synergy_ZIP=0.303, Synergy_Bliss=0.396, Synergy_Loewe=-30.0, Synergy_HSA=0.918.